Dataset: Reaction yield outcomes from USPTO patents with 853,638 reactions. Task: Predict the reaction yield, written as a fraction of the theoretical maximum amount of product (1.0 means a 100% yield; for example, 0.34 means a 34% yield). (1) The reactants are C([Si](C1C=CC=CC=1)(C1C=CC=CC=1)[O:6][CH2:7][CH2:8][C:9]1[CH:14]=[C:13]([Cl:15])[C:12]([S:16]C(=O)N(C)C)=[C:11]([Cl:22])[CH:10]=1)(C)(C)C.[OH-].[K+].Cl. The catalyst is C(O)C. The product is [Cl:15][C:13]1[CH:14]=[C:9]([CH2:8][CH2:7][OH:6])[CH:10]=[C:11]([Cl:22])[C:12]=1[SH:16]. The yield is 0.760. (2) The reactants are Br[C:2]1[CH:3]=[C:4]([NH:10][S:11]([CH3:14])(=[O:13])=[O:12])[CH:5]=[CH:6][C:7]=1[O:8][CH3:9].[B:15]1([B:15]2[O:19][C:18]([CH3:21])([CH3:20])[C:17]([CH3:23])([CH3:22])[O:16]2)[O:19][C:18]([CH3:21])([CH3:20])[C:17]([CH3:23])([CH3:22])[O:16]1.CC([O-])=O.[K+].O. The catalyst is O1CCOCC1.C1C=CC(P(C2C=CC=CC=2)[C-]2C=CC=C2)=CC=1.C1C=CC(P(C2C=CC=CC=2)[C-]2C=CC=C2)=CC=1.Cl[Pd]Cl.[Fe+2]. The product is [CH3:9][O:8][C:7]1[CH:6]=[CH:5][C:4]([NH:10][S:11]([CH3:14])(=[O:13])=[O:12])=[CH:3][C:2]=1[B:15]1[O:19][C:18]([CH3:21])([CH3:20])[C:17]([CH3:23])([CH3:22])[O:16]1. The yield is 0.630.